This data is from Full USPTO retrosynthesis dataset with 1.9M reactions from patents (1976-2016). The task is: Predict the reactants needed to synthesize the given product. (1) Given the product [Br:11][C:12]1[CH:13]=[CH:14][C:15]([O:21][CH2:2][C:3]2[CH:8]=[CH:7][CH:6]=[CH:5][C:4]=2[O:25][CH3:22])=[C:16]([CH:20]=1)[C:17]([O:19][CH2:2][C:3]1[CH:8]=[CH:7][CH:6]=[CH:5][C:4]=1[O:9][CH3:10])=[O:18], predict the reactants needed to synthesize it. The reactants are: Cl[CH2:2][C:3]1[CH:8]=[CH:7][CH:6]=[CH:5][C:4]=1[O:9][CH3:10].[Br:11][C:12]1[CH:13]=[CH:14][C:15]([OH:21])=[C:16]([CH:20]=1)[C:17]([OH:19])=[O:18].[C:22](=[O:25])([O-])[O-].[Cs+].[Cs+]. (2) Given the product [I:20][C:12]1[C:13]2[C:14](=[N:15][CH:16]=[N:17][C:18]=2[NH2:19])[NH:10][N:11]=1, predict the reactants needed to synthesize it. The reactants are: N1C2C=NC=NC=2C=N1.[NH:10]1[C:14]2=[N:15][CH:16]=[N:17][C:18]([NH2:19])=[C:13]2[CH:12]=[N:11]1.[I:20]NC(=O)CCC(N)=O. (3) Given the product [CH:1]([O:14][CH2:15][CH2:16][C:17]1[CH2:22][CH2:21][NH:20][CH2:19][CH:18]=1)([C:8]1[CH:13]=[CH:12][CH:11]=[CH:10][CH:9]=1)[C:2]1[CH:3]=[CH:4][CH:5]=[CH:6][CH:7]=1, predict the reactants needed to synthesize it. The reactants are: [CH:1]([O:14][CH2:15][CH2:16][C:17]1[CH2:22][CH2:21][N:20](C(OC)=O)[CH2:19][CH:18]=1)([C:8]1[CH:13]=[CH:12][CH:11]=[CH:10][CH:9]=1)[C:2]1[CH:7]=[CH:6][CH:5]=[CH:4][CH:3]=1. (4) Given the product [F:28][C:10]1[C:9]2[O:8][C:5]3[C:4]([C:15]4([N:20]=[C:19]([NH2:21])[CH2:18][O:17][CH2:16]4)[C:14]=2[CH:13]=[C:12]([O:22][CH2:23][C:24]([CH3:26])([CH3:27])[CH3:25])[N:11]=1)=[CH:3][C:2]([C:35]1[C:30]([F:29])=[N:31][CH:32]=[CH:33][CH:34]=1)=[CH:7][CH:6]=3, predict the reactants needed to synthesize it. The reactants are: Br[C:2]1[CH:3]=[C:4]2[C:15]3([N:20]=[C:19]([NH2:21])[CH2:18][O:17][CH2:16]3)[C:14]3[CH:13]=[C:12]([O:22][CH2:23][C:24]([CH3:27])([CH3:26])[CH3:25])[N:11]=[C:10]([F:28])[C:9]=3[O:8][C:5]2=[CH:6][CH:7]=1.[F:29][C:30]1[C:35](B(O)O)=[CH:34][CH:33]=[CH:32][N:31]=1.P([O-])([O-])([O-])=O.[K+].[K+].[K+].